Dataset: NCI-60 drug combinations with 297,098 pairs across 59 cell lines. Task: Regression. Given two drug SMILES strings and cell line genomic features, predict the synergy score measuring deviation from expected non-interaction effect. (1) Drug 1: CC12CCC(CC1=CCC3C2CCC4(C3CC=C4C5=CN=CC=C5)C)O. Drug 2: CS(=O)(=O)C1=CC(=C(C=C1)C(=O)NC2=CC(=C(C=C2)Cl)C3=CC=CC=N3)Cl. Cell line: OVCAR-5. Synergy scores: CSS=9.33, Synergy_ZIP=-4.06, Synergy_Bliss=-1.75, Synergy_Loewe=-4.16, Synergy_HSA=-1.78. (2) Drug 1: CC1=C2C(C(=O)C3(C(CC4C(C3C(C(C2(C)C)(CC1OC(=O)C(C(C5=CC=CC=C5)NC(=O)C6=CC=CC=C6)O)O)OC(=O)C7=CC=CC=C7)(CO4)OC(=O)C)O)C)OC(=O)C. Drug 2: B(C(CC(C)C)NC(=O)C(CC1=CC=CC=C1)NC(=O)C2=NC=CN=C2)(O)O. Cell line: DU-145. Synergy scores: CSS=54.6, Synergy_ZIP=-0.556, Synergy_Bliss=-2.84, Synergy_Loewe=-11.7, Synergy_HSA=-2.46.